From a dataset of Reaction yield outcomes from USPTO patents with 853,638 reactions. Predict the reaction yield, written as a fraction of the theoretical maximum amount of product (1.0 means a 100% yield; for example, 0.34 means a 34% yield). (1) The reactants are [CH2:1]([N:4]([CH2:15][CH:16]=[CH2:17])[S:5]([C:8]1[CH:13]=[CH:12][C:11]([CH3:14])=[CH:10][CH:9]=1)(=[O:7])=[O:6])C=C. The catalyst is C1(C)C=CC=CC=1. The product is [C:11]1([CH3:14])[CH:10]=[CH:9][C:8]([S:5]([N:4]2[CH:1]=[CH:17][CH2:16][CH2:15]2)(=[O:6])=[O:7])=[CH:13][CH:12]=1. The yield is 0.0800. (2) The reactants are [Br:1][C:2]1[CH:6]=[N:5][N:4]([CH3:7])[C:3]=1[C:8]1[CH:9]=[C:10]([NH2:16])[CH:11]=[CH:12][C:13]=1[O:14][CH3:15].[CH2:17]([N:24]=[C:25]=[O:26])[C:18]1[CH:23]=[CH:22][CH:21]=[CH:20][CH:19]=1. The catalyst is C(Cl)Cl. The product is [CH2:17]([NH:24][C:25]([NH:16][C:10]1[CH:11]=[CH:12][C:13]([O:14][CH3:15])=[C:8]([C:3]2[N:4]([CH3:7])[N:5]=[CH:6][C:2]=2[Br:1])[CH:9]=1)=[O:26])[C:18]1[CH:23]=[CH:22][CH:21]=[CH:20][CH:19]=1. The yield is 0.620. (3) The reactants are O=[C:2]1[CH:6]2[CH2:7][N:8]([C:11]([O:13][C:14]([CH3:17])([CH3:16])[CH3:15])=[O:12])[CH2:9][CH2:10][N:5]2C(=O)[O:3]1.[NH2:19][C:20]1[CH:21]=[N:22][CH:23]=[CH:24][CH:25]=1. The catalyst is C1COCC1.O. The product is [N:22]1[CH:23]=[CH:24][CH:25]=[C:20]([NH:19][C:2]([CH:6]2[NH:5][CH2:10][CH2:9][N:8]([C:11]([O:13][C:14]([CH3:15])([CH3:16])[CH3:17])=[O:12])[CH2:7]2)=[O:3])[CH:21]=1. The yield is 0.440. (4) The reactants are Cl.[N:2]1[CH:7]=[CH:6][CH:5]=[CH:4][C:3]=1[N:8]([CH2:32][CH2:33][C:34]([O:36][CH3:37])=[O:35])[C:9]([C:11]1[CH:31]=[CH:30][C:14]2[N:15]([CH3:29])[C:16]([CH2:18][NH:19][C:20]3[CH:25]=[CH:24][C:23]([C:26](=[NH:28])[NH2:27])=[CH:22][CH:21]=3)=[N:17][C:13]=2[CH:12]=1)=[O:10].[C:38](Cl)(=[O:45])[C:39]1[CH:44]=[CH:43][CH:42]=[N:41][CH:40]=1. The catalyst is ClCCl.CO. The product is [N:2]1[CH:7]=[CH:6][CH:5]=[CH:4][C:3]=1[N:8]([CH2:32][CH2:33][C:34]([O:36][CH3:37])=[O:35])[C:9]([C:11]1[CH:31]=[CH:30][C:14]2[N:15]([CH3:29])[C:16]([CH2:18][NH:19][C:20]3[CH:25]=[CH:24][C:23]([C:26](=[NH:27])[NH:28][C:38](=[O:45])[C:39]4[CH:44]=[CH:43][CH:42]=[N:41][CH:40]=4)=[CH:22][CH:21]=3)=[N:17][C:13]=2[CH:12]=1)=[O:10]. The yield is 0.400. (5) The reactants are [CH2:1]([P:3]([CH:6]=[CH:7][CH3:8])(=[O:5])[OH:4])[CH3:2].[O-]CCCC.[O-]CCCC.[O-]CCCC.[O-]CCCC.[Ti+4:29]. The catalyst is C1(C)C=CC=CC=1. The product is [Ti+4:29].[CH2:1]([P:3]([CH:6]=[CH:7][CH3:8])(=[O:4])[O-:5])[CH3:2].[CH2:1]([P:3]([CH:6]=[CH:7][CH3:8])(=[O:4])[O-:5])[CH3:2].[CH2:1]([P:3]([CH:6]=[CH:7][CH3:8])(=[O:4])[O-:5])[CH3:2].[CH2:1]([P:3]([CH:6]=[CH:7][CH3:8])(=[O:4])[O-:5])[CH3:2]. The yield is 0.920. (6) The reactants are [C:1]1([C:7]2[CH:16]=[CH:15][C:14]3[C:9](=[CH:10][C:11]([CH2:17][NH2:18])=[CH:12][CH:13]=3)[N:8]=2)[CH:6]=[CH:5][CH:4]=[CH:3][CH:2]=1.[CH3:19][O:20][C:21]1[CH:36]=[CH:35][C:24]([C:25]([C:27]2[CH:32]=[CH:31][C:30]([O:33][CH3:34])=[CH:29][CH:28]=2)=O)=[CH:23][CH:22]=1.C1COCC1.C(N(CC)CC)C. The catalyst is [Ti](Cl)(Cl)(Cl)Cl.C(Cl)Cl.O. The product is [CH3:34][O:33][C:30]1[CH:29]=[CH:28][C:27]([C:25]([C:24]2[CH:35]=[CH:36][C:21]([O:20][CH3:19])=[CH:22][CH:23]=2)=[N:18][CH2:17][C:11]2[CH:10]=[C:9]3[C:14]([CH:15]=[CH:16][C:7]([C:1]4[CH:2]=[CH:3][CH:4]=[CH:5][CH:6]=4)=[N:8]3)=[CH:13][CH:12]=2)=[CH:32][CH:31]=1. The yield is 0.740.